From a dataset of Reaction yield outcomes from USPTO patents with 853,638 reactions. Predict the reaction yield, written as a fraction of the theoretical maximum amount of product (1.0 means a 100% yield; for example, 0.34 means a 34% yield). (1) The reactants are [Cl:1][C:2]1[CH:11]=[C:10]2[C:5]([C:6]([C:14]3[CH:19]=[CH:18][C:17]([O:20][CH3:21])=[CH:16][C:15]=3[F:22])=[CH:7][C:8]([C:12]#N)=[N:9]2)=[CH:4][CH:3]=1.Cl.[CH3:24][OH:25].C[OH:27]. No catalyst specified. The product is [Cl:1][C:2]1[CH:11]=[C:10]2[C:5]([C:6]([C:14]3[CH:19]=[CH:18][C:17]([O:20][CH3:21])=[CH:16][C:15]=3[F:22])=[CH:7][C:8]([C:12]([O:25][CH3:24])=[O:27])=[N:9]2)=[CH:4][CH:3]=1. The yield is 0.900. (2) The reactants are [N+:1]([C:4]1[CH:5]=[CH:6][C:7]2[NH:12][CH2:11][CH2:10][O:9][C:8]=2[CH:13]=1)([O-:3])=[O:2].[H-].[Na+].Cl.Cl[CH2:18][CH2:19][N:20]([CH3:22])[CH3:21].O. The catalyst is CN(C=O)C. The product is [CH3:21][N:20]([CH3:22])[CH2:19][CH2:18][N:12]1[CH2:11][CH2:10][O:9][C:8]2[CH:13]=[C:4]([N+:1]([O-:3])=[O:2])[CH:5]=[CH:6][C:7]1=2. The yield is 0.630.